This data is from Reaction yield outcomes from USPTO patents with 853,638 reactions. The task is: Predict the reaction yield, written as a fraction of the theoretical maximum amount of product (1.0 means a 100% yield; for example, 0.34 means a 34% yield). (1) The reactants are [Br:1][C:2]1[CH:9]=[CH:8][C:5]([C:6]#[N:7])=[C:4]([F:10])[CH:3]=1.Cl.[NH2:12]O.C(=O)([O-])[O-].[K+].[K+].[C:20]([O:23]C(=O)C)(=O)[CH3:21]. The catalyst is CCO.N1C=CC=CC=1. The product is [Br:1][C:2]1[CH:9]=[CH:8][C:5]([C:6]2[N:12]=[C:20]([CH3:21])[O:23][N:7]=2)=[C:4]([F:10])[CH:3]=1. The yield is 0.290. (2) The reactants are [CH2:1]([O:3][C:4](=[O:33])[C:5]1[CH:10]=[CH:9][CH:8]=[C:7]([O:11][CH2:12][CH2:13][CH2:14][N:15]2[C:19]3[CH:20]=[CH:21][CH:22]=[CH:23][C:18]=3[N:17]([CH2:24][C:25]3[CH:30]=[CH:29][C:28](Br)=[CH:27][CH:26]=3)[C:16]2=[NH:32])[CH:6]=1)[CH3:2].CC(C)([O-])C.[Na+].C1(P(C2CCCCC2)C2C=CC=CC=2C2C(C(C)C)=CC(C(C)C)=CC=2C(C)C)CCCCC1.[C:74]1([C:87]2[CH:92]=[CH:91][CH:90]=[CH:89][CH:88]=2)[CH:79]=[CH:78][CH:77]=[CH:76][C:75]=1[CH2:80][N:81]1[CH2:86][CH2:85][NH:84][CH2:83][CH2:82]1. The catalyst is C1(C)C=CC=CC=1.C(O)(C)(C)C.CC([O-])=O.CC([O-])=O.[Pd+2]. The product is [CH2:1]([O:3][C:4](=[O:33])[C:5]1[CH:10]=[CH:9][CH:8]=[C:7]([O:11][CH2:12][CH2:13][CH2:14][N:15]2[C:19]3[CH:20]=[CH:21][CH:22]=[CH:23][C:18]=3[N:17]([CH2:24][C:25]3[CH:30]=[CH:29][C:28]([N:84]4[CH2:85][CH2:86][N:81]([CH2:80][C:75]5[CH:76]=[CH:77][CH:78]=[CH:79][C:74]=5[C:87]5[CH:92]=[CH:91][CH:90]=[CH:89][CH:88]=5)[CH2:82][CH2:83]4)=[CH:27][CH:26]=3)[C:16]2=[NH:32])[CH:6]=1)[CH3:2]. The yield is 0.0600. (3) The reactants are [C:1]([N:4]1[C:13]2[C:8](=[CH:9][C:10]([C:14]([OH:16])=O)=[CH:11][CH:12]=2)[C@H:7]([NH:17][C:18]2[N:23]=[CH:22][CH:21]=[CH:20][N:19]=2)[C@@H:6]([CH3:24])[C@@H:5]1[CH:25]1[CH2:27][CH2:26]1)(=[O:3])[CH3:2].C([N:31]1C2C(=CC(C(O)=O)=CC=2)C(NC2N=CC=CN=2)C(C)C1C1CC1)(=O)C.[Cl-].[NH4+].CN(C(ON1N=NC2C=CC=NC1=2)=[N+](C)C)C.F[P-](F)(F)(F)(F)F.CCN(C(C)C)C(C)C. No catalyst specified. The product is [C:1]([N:4]1[C:13]2[C:8](=[CH:9][C:10]([C:14]([NH2:31])=[O:16])=[CH:11][CH:12]=2)[CH:7]([NH:17][C:18]2[N:19]=[CH:20][CH:21]=[CH:22][N:23]=2)[CH:6]([CH3:24])[CH:5]1[CH:25]1[CH2:26][CH2:27]1)(=[O:3])[CH3:2]. The yield is 0.590. (4) The reactants are [CH2:1]([O:3][C:4]1[N:5]=[C:6]([C:20]2[CH:25]=[CH:24][N:23]=[C:22]([NH2:26])[CH:21]=2)[S:7][C:8]=1[C:9]1[N:13]=[CH:12][N:11]([CH:14]2[CH2:19][CH2:18][CH2:17][CH2:16][O:15]2)[N:10]=1)[CH3:2].Cl[C:28]([O:30][CH2:31][CH3:32])=[O:29]. The catalyst is N1C=CC=CC=1.O. The product is [CH2:1]([O:3][C:4]1[N:5]=[C:6]([C:20]2[CH:25]=[CH:24][N:23]=[C:22]([NH:26][C:28](=[O:29])[O:30][CH2:31][CH3:32])[CH:21]=2)[S:7][C:8]=1[C:9]1[N:13]=[CH:12][N:11]([CH:14]2[CH2:19][CH2:18][CH2:17][CH2:16][O:15]2)[N:10]=1)[CH3:2]. The yield is 0.830. (5) The reactants are C([O:3][C:4](=[O:27])[CH2:5][C:6]1[N:7]=[C:8]([NH:11][C:12](=[O:26])[C:13]([O:17][C:18]2[CH:23]=[CH:22][C:21]([F:24])=[CH:20][C:19]=2[F:25])([CH3:16])[CH2:14][CH3:15])[S:9][CH:10]=1)C.[OH-].[Na+]. The catalyst is CO.O. The product is [F:25][C:19]1[CH:20]=[C:21]([F:24])[CH:22]=[CH:23][C:18]=1[O:17][C:13]([CH3:16])([CH2:14][CH3:15])[C:12]([NH:11][C:8]1[S:9][CH:10]=[C:6]([CH2:5][C:4]([OH:27])=[O:3])[N:7]=1)=[O:26]. The yield is 0.840. (6) The reactants are [OH-:1].[K+].C(N[C:7]1[C:8]([N+:18]([O-:20])=[O:19])=[C:9]([C:13]([Cl:17])=[CH:14][C:15]=1[Cl:16])[C:10]([OH:12])=[O:11])(=O)C. The catalyst is O. The product is [Cl:16][C:15]1[CH:14]=[C:13]([Cl:17])[C:9]([C:10]([OH:12])=[O:11])=[C:8]([N+:18]([O-:20])=[O:19])[C:7]=1[OH:1]. The yield is 0.950. (7) The reactants are Br[C:2]1[C:7]([O:8][CH2:9][O:10][CH3:11])=[CH:6][C:5]([O:12][CH2:13][O:14][CH3:15])=[CH:4][C:3]=1[CH2:16][C:17]([O:19][CH3:20])=[O:18].[CH:21]([C:23]1[CH:24]=[C:25](B(O)O)[CH:26]=[CH:27][CH:28]=1)=[O:22].C(=O)([O-])[O-].[Cs+].[Cs+]. The catalyst is COCCOC.O.CC1C=CC=CC=1[P](C1C=CC=CC=1C)([Pd](Cl)(Cl)[P](C1=C(C)C=CC=C1)(C1C=CC=CC=1C)C1C=CC=CC=1C)C1C=CC=CC=1C. The product is [CH:21]([C:23]1[CH:28]=[C:27]([C:2]2[C:7]([O:8][CH2:9][O:10][CH3:11])=[CH:6][C:5]([O:12][CH2:13][O:14][CH3:15])=[CH:4][C:3]=2[CH2:16][C:17]([O:19][CH3:20])=[O:18])[CH:26]=[CH:25][CH:24]=1)=[O:22]. The yield is 0.750.